This data is from Catalyst prediction with 721,799 reactions and 888 catalyst types from USPTO. The task is: Predict which catalyst facilitates the given reaction. (1) Reactant: [O-]CC.[Na+].[C:5]([CH:9]([C:15]([O:17]CC)=O)[C:10]([O:12]CC)=O)([CH3:8])([CH3:7])[CH3:6].[NH2:20][C:21]([NH2:23])=[O:22]. Product: [C:5]([C:9]1[C:10](=[O:12])[NH:20][C:21](=[O:22])[NH:23][C:15]=1[OH:17])([CH3:6])([CH3:7])[CH3:8]. The catalyst class is: 8. (2) Reactant: [CH3:1][O:2][C:3]1[CH:10]=[CH:9][C:6]([CH:7]=[O:8])=[CH:5][C:4]=1[O:11][C:12]([F:15])([F:14])[F:13].C[OH:17]. Product: [CH3:1][O:2][C:3]1[CH:10]=[CH:9][C:6]([C:7]([OH:17])=[O:8])=[CH:5][C:4]=1[O:11][C:12]([F:13])([F:14])[F:15]. The catalyst class is: 21. (3) Reactant: Cl[C:2]1[N:3]=[N:4][C:5]([Cl:8])=[CH:6][CH:7]=1.[CH3:9][O:10][C:11](=[O:20])[C:12]1[CH:17]=[C:16]([NH2:18])[CH:15]=[CH:14][C:13]=1[Cl:19]. Product: [CH3:9][O:10][C:11](=[O:20])[C:12]1[CH:17]=[C:16]([NH:18][C:2]2[N:3]=[N:4][C:5]([Cl:8])=[CH:6][CH:7]=2)[CH:15]=[CH:14][C:13]=1[Cl:19]. The catalyst class is: 14. (4) Reactant: Cl.[F:2][C:3]1([F:13])[CH2:7][NH:6][C@@H:5]([CH2:8][CH2:9][C:10]([OH:12])=[O:11])[CH2:4]1.Br[CH2:15][C:16]1[NH:21][C:20]([C:22]2[S:23][CH:24]=[CH:25][N:26]=2)=[N:19][C@@H:18]([C:27]2[CH:32]=[CH:31][C:30]([Cl:33])=[CH:29][C:28]=2[Cl:34])[C:17]=1[C:35]([O:37][CH3:38])=[O:36].C(=O)([O-])[O-].[K+].[K+]. Product: [Cl:34][C:28]1[CH:29]=[C:30]([Cl:33])[CH:31]=[CH:32][C:27]=1[C@@H:18]1[N:19]=[C:20]([C:22]2[S:23][CH:24]=[CH:25][N:26]=2)[NH:21][C:16]([CH2:15][N:6]2[CH2:7][C:3]([F:2])([F:13])[CH2:4][C@@H:5]2[CH2:8][CH2:9][C:10]([OH:12])=[O:11])=[C:17]1[C:35]([O:37][CH3:38])=[O:36]. The catalyst class is: 8.